This data is from Peptide-MHC class II binding affinity with 134,281 pairs from IEDB. The task is: Regression. Given a peptide amino acid sequence and an MHC pseudo amino acid sequence, predict their binding affinity value. This is MHC class II binding data. (1) The peptide sequence is NGKRLEPNWASVKKD. The MHC is DRB1_0404 with pseudo-sequence DRB1_0404. The binding affinity (normalized) is 0. (2) The MHC is HLA-DPA10103-DPB10401 with pseudo-sequence HLA-DPA10103-DPB10401. The binding affinity (normalized) is 0.235. The peptide sequence is EWNVRSDVVARAMRL. (3) The peptide sequence is EKKYFAAPQFEPLAA. The MHC is HLA-DQA10501-DQB10201 with pseudo-sequence HLA-DQA10501-DQB10201. The binding affinity (normalized) is 0.425. (4) The peptide sequence is ILFSYFQDLVITLPF. The MHC is HLA-DQA10401-DQB10402 with pseudo-sequence HLA-DQA10401-DQB10402. The binding affinity (normalized) is 0.287. (5) The peptide sequence is RPMFLYVRTNGTSKI. The MHC is DRB1_0701 with pseudo-sequence DRB1_0701. The binding affinity (normalized) is 0.750.